Dataset: Peptide-MHC class I binding affinity with 185,985 pairs from IEDB/IMGT. Task: Regression. Given a peptide amino acid sequence and an MHC pseudo amino acid sequence, predict their binding affinity value. This is MHC class I binding data. The peptide sequence is IPLSILLTL. The MHC is HLA-B35:01 with pseudo-sequence HLA-B35:01. The binding affinity (normalized) is 1.00.